Dataset: Reaction yield outcomes from USPTO patents with 853,638 reactions. Task: Predict the reaction yield, written as a fraction of the theoretical maximum amount of product (1.0 means a 100% yield; for example, 0.34 means a 34% yield). (1) The reactants are [CH3:1][O:2][C:3]1[CH:4]=[C:5]([NH2:15])[CH:6]=[CH:7][C:8]=1[N:9]1[CH:13]=[C:12]([CH3:14])[N:11]=[CH:10]1.Cl[C:17]1[N:22]=[C:21]([NH:23][C:24]([CH3:28])([CH3:27])[CH2:25][OH:26])[CH:20]=[CH:19][N:18]=1.C(=O)([O-])[O-].[K+].[K+]. No catalyst specified. The product is [CH3:1][O:2][C:3]1[CH:4]=[C:5]([NH:15][C:17]2[N:22]=[C:21]([NH:23][C:24]([CH3:28])([CH3:27])[CH2:25][OH:26])[CH:20]=[CH:19][N:18]=2)[CH:6]=[CH:7][C:8]=1[N:9]1[CH:13]=[C:12]([CH3:14])[N:11]=[CH:10]1. The yield is 0.620. (2) The reactants are Br[C:2]1[S:3][CH:4]=[C:5]([Br:7])[N:6]=1.[O:8]=[S:9]1(=[O:36])[CH2:14][CH2:13][CH:12]([C:15]2[C:23]3[C:18](=[C:19]([C:33]([NH2:35])=[O:34])[CH:20]=[C:21](B4OC(C)(C)C(C)(C)O4)[CH:22]=3)[NH:17][CH:16]=2)[CH2:11][CH2:10]1.C(=O)([O-])[O-].[K+].[K+].O1CCOCC1. The catalyst is C1C=CC([P]([Pd]([P](C2C=CC=CC=2)(C2C=CC=CC=2)C2C=CC=CC=2)([P](C2C=CC=CC=2)(C2C=CC=CC=2)C2C=CC=CC=2)[P](C2C=CC=CC=2)(C2C=CC=CC=2)C2C=CC=CC=2)(C2C=CC=CC=2)C2C=CC=CC=2)=CC=1.O. The product is [Br:7][C:5]1[N:6]=[C:2]([C:21]2[CH:22]=[C:23]3[C:18](=[C:19]([C:33]([NH2:35])=[O:34])[CH:20]=2)[NH:17][CH:16]=[C:15]3[CH:12]2[CH2:11][CH2:10][S:9](=[O:8])(=[O:36])[CH2:14][CH2:13]2)[S:3][CH:4]=1. The yield is 0.0460. (3) The reactants are O[C:2]1([CH3:10])[CH:9]=[CH:8][CH:7]=[C:4]([CH:5]=[O:6])[CH2:3]1.[C:11]([O-:14])([O-])=O.[K+].[K+].FC1[CH:25]=[CH:24][C:21]([C:22]#[N:23])=[CH:20][CH:19]=1. The catalyst is CN(C=O)C. The product is [CH:5]([C:4]1[CH:7]=[CH:8][C:9]([O:14][C:11]2[CH:25]=[CH:24][C:21]([C:22]#[N:23])=[CH:20][CH:19]=2)=[C:2]([CH3:10])[CH:3]=1)=[O:6]. The yield is 0.520. (4) The reactants are [NH2:1][C:2]1[S:3][C:4]([CH3:10])=[C:5]([CH3:9])[C:6]=1[C:7]#[N:8].C(O)(=O)C.[NH3:15].CCO[C:19](OCC)(OCC)[C:20]1[CH:25]=[CH:24][CH:23]=[CH:22][CH:21]=1. The catalyst is CCOC(C)=O. The product is [CH3:9][C:5]1[C:6]2[C:7]([NH2:15])=[N:8][C:19]([C:20]3[CH:25]=[CH:24][CH:23]=[CH:22][CH:21]=3)=[N:1][C:2]=2[S:3][C:4]=1[CH3:10]. The yield is 0.310. (5) The reactants are [NH2:1][C:2]1[CH:10]=[CH:9][CH:8]=[C:7]([Cl:11])[C:3]=1[C:4]([OH:6])=O.O=S(Cl)Cl.[CH3:16][O:17][C:18]1[C:19]([NH2:24])=[CH:20][CH:21]=[CH:22][CH:23]=1.C(Cl)(Cl)Cl. The catalyst is C1C=CC=CC=1. The product is [NH2:1][C:2]1[CH:10]=[CH:9][CH:8]=[C:7]([Cl:11])[C:3]=1[C:4]([NH:24][C:19]1[CH:20]=[CH:21][CH:22]=[CH:23][C:18]=1[O:17][CH3:16])=[O:6]. The yield is 0.810. (6) The reactants are C([S@]([NH:7][C@:8]([C:20]1[CH:21]=[N:22][C:23]([N:26]2[CH2:31][CH2:30][N:29](C(OC(C)(C)C)=O)[CH2:28][CH2:27]2)=[N:24][CH:25]=1)([C:13]1[CH:18]=[CH:17][C:16]([F:19])=[CH:15][CH:14]=1)[C:9]([F:12])([F:11])[F:10])=O)(C)(C)C.CO. The catalyst is Cl.O1CCOCC1. The product is [F:12][C:9]([F:10])([F:11])[C@:8]([C:13]1[CH:14]=[CH:15][C:16]([F:19])=[CH:17][CH:18]=1)([C:20]1[CH:21]=[N:22][C:23]([N:26]2[CH2:31][CH2:30][NH:29][CH2:28][CH2:27]2)=[N:24][CH:25]=1)[NH2:7]. The yield is 0.990. (7) The product is [Br:28][C:26]1[CH:27]=[C:22]([NH:1][C:2]2[N:7]=[CH:6][C:5]([C:8]3[CH2:13][CH2:12][N:11]([C:14]([O:16][C:17]([CH3:20])([CH3:19])[CH3:18])=[O:15])[CH2:10][CH:9]=3)=[CH:4][CH:3]=2)[C:23](=[O:30])[N:24]([CH3:29])[CH:25]=1. The reactants are [NH2:1][C:2]1[N:7]=[CH:6][C:5]([CH:8]2[CH2:13][CH2:12][N:11]([C:14]([O:16][C:17]([CH3:20])([CH3:19])[CH3:18])=[O:15])[CH2:10][CH2:9]2)=[CH:4][CH:3]=1.Br[C:22]1[C:23](=[O:30])[N:24]([CH3:29])[CH:25]=[C:26]([Br:28])[CH:27]=1.C(=O)([O-])[O-].[Cs+].[Cs+].CC1(C)C2C(=C(P(C3C=CC=CC=3)C3C=CC=CC=3)C=CC=2)OC2C(P(C3C=CC=CC=3)C3C=CC=CC=3)=CC=CC1=2. The yield is 0.610. The catalyst is C1C=CC(/C=C/C(/C=C/C2C=CC=CC=2)=O)=CC=1.C1C=CC(/C=C/C(/C=C/C2C=CC=CC=2)=O)=CC=1.C1C=CC(/C=C/C(/C=C/C2C=CC=CC=2)=O)=CC=1.[Pd].[Pd].O1CCOCC1. (8) The reactants are FC(F)(F)S([O:6][S:7]([C:10]([F:13])([F:12])[F:11])(=[O:9])=[O:8])(=O)=O.N1C(C)=CC=CC=1C.[F:24][C:25]([CH3:29])([CH3:28])[CH2:26]O. The catalyst is C(Cl)Cl. The yield is 0.850. The product is [F:13][C:10]([F:11])([F:12])[S:7]([O:6][CH2:26][C:25]([F:24])([CH3:29])[CH3:28])(=[O:8])=[O:9]. (9) The reactants are [NH2:1][C:2]1[C:7]2=[C:8]([C:19]3[CH:20]=[CH:21][C:22]4[C:26]([CH:27]=3)=[N:25][N:24]([CH2:28][C:29]3[CH:34]=[CH:33][CH:32]=[CH:31][CH:30]=3)[CH:23]=4)[C:9](C#N)=[C:10]([CH:11]3[CH2:16][CH2:15][NH:14][CH2:13][CH2:12]3)[N:6]2[N:5]=[CH:4][N:3]=1.[CH:35]([N:38](CC)C(C)C)(C)C.[C:44](Cl)(=[O:46])[CH3:45]. The catalyst is C1COCC1.ClCCl. The product is [C:44]([N:14]1[CH2:13][CH2:12][CH:11]([C:10]2[N:6]3[C:7]([C:2]([NH2:1])=[N:3][CH:4]=[N:5]3)=[C:8]([C:19]3[CH:20]=[CH:21][C:22]4[C:26]([CH:27]=3)=[N:25][N:24]([CH2:28][C:29]3[CH:30]=[CH:31][CH:32]=[CH:33][CH:34]=3)[C:23]=4[C:35]#[N:38])[CH:9]=2)[CH2:16][CH2:15]1)(=[O:46])[CH3:45]. The yield is 0.370.